Dataset: Reaction yield outcomes from USPTO patents with 853,638 reactions. Task: Predict the reaction yield, written as a fraction of the theoretical maximum amount of product (1.0 means a 100% yield; for example, 0.34 means a 34% yield). (1) The reactants are Cl[C:2]1[C:20]([N+:21]([O-:23])=[O:22])=[CH:19][C:18]([N+:24]([O-:26])=[O:25])=[CH:17][C:3]=1[C:4]([NH:6][CH2:7][CH:8]([O:10][CH:11]1[CH2:16][CH2:15][CH2:14][CH2:13][O:12]1)[CH3:9])=[O:5].[NH:27]([CH2:31][CH2:32][OH:33])[CH2:28][CH2:29][OH:30]. No catalyst specified. The product is [OH:30][CH2:29][CH2:28][N:27]([CH2:31][CH2:32][OH:33])[C:2]1[C:20]([N+:21]([O-:23])=[O:22])=[CH:19][C:18]([N+:24]([O-:26])=[O:25])=[CH:17][C:3]=1[C:4]([NH:6][CH2:7][CH:8]([O:10][CH:11]1[CH2:16][CH2:15][CH2:14][CH2:13][O:12]1)[CH3:9])=[O:5]. The yield is 0.950. (2) The reactants are [CH2:1](Br)[CH:2]=[CH2:3].[Br:5][C:6]1[CH:15]=[C:14]2[C:9]([CH:10]=[CH:11][C:12]([OH:16])=[CH:13]2)=[CH:8][CH:7]=1.C(=O)([O-])[O-].[K+].[K+]. The catalyst is CC(C)=O. The product is [CH2:3]([O:16][C:12]1[CH:11]=[CH:10][C:9]2[C:14](=[CH:15][C:6]([Br:5])=[CH:7][CH:8]=2)[CH:13]=1)[CH:2]=[CH2:1]. The yield is 1.02. (3) The reactants are [N+:1]([C:4]1[CH:9]=[CH:8][C:7]([NH2:10])=[C:6]([C:11]([F:14])([F:13])[F:12])[CH:5]=1)([O-:3])=[O:2].[Cl:15]N1C(=O)CCC1=O.C(OCC)(=O)C. The catalyst is C(#N)C. The product is [Cl:15][C:8]1[CH:9]=[C:4]([N+:1]([O-:3])=[O:2])[CH:5]=[C:6]([C:11]([F:12])([F:13])[F:14])[C:7]=1[NH2:10]. The yield is 0.750.